From a dataset of Forward reaction prediction with 1.9M reactions from USPTO patents (1976-2016). Predict the product of the given reaction. (1) Given the reactants [N:1]1[C:10]2[C:5](=[CH:6][CH:7]=[CH:8][C:9]=2[OH:11])[CH:4]=[CH:3][C:2]=1[OH:12].[CH:13]1[CH:18]=[CH:17][C:16]([CH2:19]Br)=[CH:15][CH:14]=1.C1CCN2C(=NCCC2)CC1, predict the reaction product. The product is: [CH2:19]([O:11][C:9]1[CH:8]=[CH:7][CH:6]=[C:5]2[C:10]=1[N:1]=[C:2]([OH:12])[CH:3]=[CH:4]2)[C:16]1[CH:17]=[CH:18][CH:13]=[CH:14][CH:15]=1. (2) Given the reactants [Cl:1]C1C=C(C2CN(C[C@H](O)C(F)(F)F)CCO2)C=C(Cl)C=1.ClC1C=CC(N=C=O)=CC=1.[Cl:32][C:33]1[CH:34]=[C:35]([C@H:40]2[O:45][CH2:44][CH2:43][N:42]([CH2:46][C@H:47]([O:52][C:53](=[O:62])[NH:54][C:55]3[CH:60]=[CH:59][C:58]([Cl:61])=[CH:57][CH:56]=3)[C:48]([F:51])([F:50])[F:49])[CH2:41]2)[CH:36]=[C:37]([Cl:39])[CH:38]=1.Cl, predict the reaction product. The product is: [ClH:1].[Cl:32][C:33]1[CH:34]=[C:35]([C@H:40]2[O:45][CH2:44][CH2:43][N:42]([CH2:46][C@H:47]([O:52][C:53](=[O:62])[NH:54][C:55]3[CH:60]=[CH:59][C:58]([Cl:61])=[CH:57][CH:56]=3)[C:48]([F:50])([F:51])[F:49])[CH2:41]2)[CH:36]=[C:37]([Cl:39])[CH:38]=1. (3) Given the reactants [C:9](O[C:9]([O:11][C:12]([CH3:15])([CH3:14])[CH3:13])=[O:10])([O:11][C:12]([CH3:15])([CH3:14])[CH3:13])=[O:10].[N+:16]([C:19]1[CH:29]=[CH:28][C:22]2[CH2:23][CH2:24][NH:25][CH2:26][CH2:27][C:21]=2[CH:20]=1)([O-:18])=[O:17].C(N(CC)CC)C, predict the reaction product. The product is: [C:12]([O:11][C:9]([N:25]1[CH2:26][CH2:27][C:21]2[CH:20]=[C:19]([N+:16]([O-:18])=[O:17])[CH:29]=[CH:28][C:22]=2[CH2:23][CH2:24]1)=[O:10])([CH3:13])([CH3:14])[CH3:15]. (4) Given the reactants [ClH:1].[CH3:2][O:3][C:4](=[O:16])[CH2:5][CH2:6][O:7][C:8]1[CH:13]=[CH:12][CH:11]=[C:10]([C:14]#[N:15])[CH:9]=1.Cl, predict the reaction product. The product is: [ClH:1].[NH2:15][CH2:14][C:10]1[CH:9]=[C:8]([CH:13]=[CH:12][CH:11]=1)[O:7][CH2:6][CH2:5][C:4]([O:3][CH3:2])=[O:16].